This data is from Catalyst prediction with 721,799 reactions and 888 catalyst types from USPTO. The task is: Predict which catalyst facilitates the given reaction. (1) Reactant: [CH2:1]([O:8][C:9]1[CH:14]=[CH:13][C:12]([CH2:15][C@@H:16]([OH:27])[C:17]([O:19][CH2:20][C:21]2[CH:26]=[CH:25][CH:24]=[CH:23][CH:22]=2)=[O:18])=[CH:11][CH:10]=1)[C:2]1[CH:7]=[CH:6][CH:5]=[CH:4][CH:3]=1.FC(F)(F)S(OS(C(F)(F)F)(=O)=O)(=O)=O.N1C(C)=CC=CC=1C.O[N:52]1[C:56](=[O:57])[C:55]2=[CH:58][CH:59]=[CH:60][CH:61]=[C:54]2[C:53]1=[O:62].C(N(CC)CC)C. Product: [CH2:1]([O:8][C:9]1[CH:14]=[CH:13][C:12]([CH2:15][C@H:16]([O:27][N:52]2[C:56](=[O:57])[C:55]3[C:54](=[CH:61][CH:60]=[CH:59][CH:58]=3)[C:53]2=[O:62])[C:17]([O:19][CH2:20][C:21]2[CH:22]=[CH:23][CH:24]=[CH:25][CH:26]=2)=[O:18])=[CH:11][CH:10]=1)[C:2]1[CH:7]=[CH:6][CH:5]=[CH:4][CH:3]=1. The catalyst class is: 4. (2) Reactant: Cl[C:2]([O:4][C:5]1[CH:10]=[CH:9][CH:8]=[CH:7][CH:6]=1)=[O:3].[CH:11]([C:14]1[CH:18]=[C:17]([NH2:19])[N:16]([CH3:20])[N:15]=1)([CH3:13])[CH3:12].C([O-])(O)=O.[Na+]. Product: [CH:11]([C:14]1[CH:18]=[C:17]([NH:19][C:2](=[O:3])[O:4][C:5]2[CH:10]=[CH:9][CH:8]=[CH:7][CH:6]=2)[N:16]([CH3:20])[N:15]=1)([CH3:13])[CH3:12]. The catalyst class is: 76. (3) The catalyst class is: 7. Reactant: [F-].C([N+](CCCC)(CCCC)CCCC)CCC.[Br:19][C:20]1[CH:25]=[CH:24][C:23]([Cl:26])=[C:22]([O:27][C@H:28]2[CH2:33][CH2:32][C@@H:31]([O:34][Si](C(C)(C)C)(C3C=CC=CC=3)C3C=CC=CC=3)[CH2:30][CH2:29]2)[CH:21]=1.O. Product: [Br:19][C:20]1[CH:25]=[CH:24][C:23]([Cl:26])=[C:22]([O:27][C@H:28]2[CH2:29][CH2:30][C@@H:31]([OH:34])[CH2:32][CH2:33]2)[CH:21]=1. (4) Reactant: Cl.[CH3:2][O:3][C:4]([CH:6]1[CH2:9][NH:8][CH2:7]1)=[O:5].C(N(CC)CC)C.Cl[C:18]([O:20][CH2:21][C:22]1[CH:27]=[CH:26][CH:25]=[CH:24][CH:23]=1)=[O:19]. Product: [N:8]1([C:18]([O:20][CH2:21][C:22]2[CH:27]=[CH:26][CH:25]=[CH:24][CH:23]=2)=[O:19])[CH2:9][CH:6]([C:4]([O:3][CH3:2])=[O:5])[CH2:7]1. The catalyst class is: 2. (5) Reactant: C([O:3][C:4](=[O:40])[CH2:5][O:6][C:7]1[CH:12]=[CH:11][C:10]([NH:13][C:14]([NH:16][CH2:17][CH3:18])=[O:15])=[C:9]([C:19]([N:21]2[CH2:26][CH2:25][CH:24]([N:27]3[CH2:39][CH2:38][CH2:37][C:29]4([C:33](=[O:34])[O:32][C:31]([CH3:36])([CH3:35])[CH2:30]4)[CH2:28]3)[CH2:23][CH2:22]2)=[O:20])[CH:8]=1)C.[OH-].[Na+:42]. Product: [Na+:42].[CH3:36][C:31]1([CH3:35])[CH2:30][C:29]2([CH2:37][CH2:38][CH2:39][N:27]([CH:24]3[CH2:25][CH2:26][N:21]([C:19]([C:9]4[CH:8]=[C:7]([CH:12]=[CH:11][C:10]=4[NH:13][C:14]([NH:16][CH2:17][CH3:18])=[O:15])[O:6][CH2:5][C:4]([O-:40])=[O:3])=[O:20])[CH2:22][CH2:23]3)[CH2:28]2)[C:33](=[O:34])[O:32]1. The catalyst class is: 5. (6) Reactant: [F:1][C:2]([F:7])([F:6])[C:3]([OH:5])=[O:4].[CH3:8][O:9][C:10]([C:12]1[S:13][C:14]([C:17]2[C:18]([NH:35][CH2:36][CH:37]3[CH2:40][N:39](C(OC(C)(C)C)=O)[CH2:38]3)=[N:19][C:20]([C:23]3[CH:28]=[CH:27][CH:26]=[C:25]([C:29]4[CH:30]=[N:31][N:32]([CH3:34])[CH:33]=4)[CH:24]=3)=[N:21][CH:22]=2)=[N:15][N:16]=1)=[O:11]. Product: [F:1][C:2]([F:7])([F:6])[C:3]([OH:5])=[O:4].[CH3:8][O:9][C:10]([C:12]1[S:13][C:14]([C:17]2[C:18]([NH:35][CH2:36][CH:37]3[CH2:38][NH:39][CH2:40]3)=[N:19][C:20]([C:23]3[CH:28]=[CH:27][CH:26]=[C:25]([C:29]4[CH:30]=[N:31][N:32]([CH3:34])[CH:33]=4)[CH:24]=3)=[N:21][CH:22]=2)=[N:15][N:16]=1)=[O:11]. The catalyst class is: 2.